Dataset: Forward reaction prediction with 1.9M reactions from USPTO patents (1976-2016). Task: Predict the product of the given reaction. (1) The product is: [C:11]([NH2:20])(=[O:19])[C:12]1[C:13](=[CH:15][CH:16]=[CH:17][CH:18]=1)[OH:14].[B:1]([O:4][CH2:9][CH:7]([CH2:6][OH:5])[OH:8])([OH:3])[OH:2]. Given the reactants [B:1]([OH:4])([OH:3])[OH:2].[OH:5][CH2:6][CH:7]([CH2:9]O)[OH:8].[C:11]([NH2:20])(=[O:19])[C:12]1[C:13](=[CH:15][CH:16]=[CH:17][CH:18]=1)[OH:14], predict the reaction product. (2) The product is: [CH:1]1([CH:5]([OH:15])[C:6]2[CH:7]=[CH:8][C:9]([C:10]([NH:17][CH2:18][CH2:19][C:20]([O:22][CH2:23][CH3:24])=[O:21])=[O:12])=[CH:13][CH:14]=2)[CH2:2][CH2:3][CH2:4]1. Given the reactants [CH:1]1([CH:5]([OH:15])[C:6]2[CH:14]=[CH:13][C:9]([C:10]([OH:12])=O)=[CH:8][CH:7]=2)[CH2:4][CH2:3][CH2:2]1.Cl.[NH2:17][CH2:18][CH2:19][C:20]([O:22][CH2:23][CH3:24])=[O:21].F[P-](F)(F)(F)(F)F.N1(OC(N(C)C)=[N+](C)C)C2N=CC=CC=2N=N1.C(N(C(C)C)CC)(C)C, predict the reaction product. (3) Given the reactants [CH3:1][N:2]([CH3:18])[C:3]1[CH:8]=[C:7]([N+:9]([O-])=O)[CH:6]=[CH:5][C:4]=1[P:12]([CH3:17])(=[O:16])[O:13][CH2:14][CH3:15], predict the reaction product. The product is: [NH2:9][C:7]1[CH:6]=[CH:5][C:4]([P:12]([CH3:17])(=[O:16])[O:13][CH2:14][CH3:15])=[C:3]([N:2]([CH3:1])[CH3:18])[CH:8]=1. (4) The product is: [CH3:13][C:4]1[C:3]2[C:14](=[O:15])[NH:16][C:34]([CH:30]3[CH2:31][CH2:32][CH2:33][N:28]([CH:26]4[CH2:25][N:24]([C:22]([O:21][C:17]([CH3:18])([CH3:20])[CH3:19])=[O:23])[CH2:27]4)[CH2:29]3)=[N:1][C:2]=2[N:6]([C:7]2[CH:12]=[CH:11][CH:10]=[CH:9][CH:8]=2)[N:5]=1. Given the reactants [NH2:1][C:2]1[N:6]([C:7]2[CH:12]=[CH:11][CH:10]=[CH:9][CH:8]=2)[N:5]=[C:4]([CH3:13])[C:3]=1[C:14]([NH2:16])=[O:15].[C:17]([O:21][C:22]([N:24]1[CH2:27][CH:26]([N:28]2[CH2:33][CH2:32][CH2:31][CH:30]([C:34](OC)=O)[CH2:29]2)[CH2:25]1)=[O:23])([CH3:20])([CH3:19])[CH3:18], predict the reaction product. (5) Given the reactants [CH3:1][O:2][CH2:3][C:4](=O)[CH2:5][C:6]([O:8]C)=O.C(O)(=O)C.[CH:15]([NH2:17])=[NH:16].C[O-].[Na+], predict the reaction product. The product is: [CH3:1][O:2][CH2:3][C:4]1[N:17]=[CH:15][N:16]=[C:6]([OH:8])[CH:5]=1.